From a dataset of Reaction yield outcomes from USPTO patents with 853,638 reactions. Predict the reaction yield, written as a fraction of the theoretical maximum amount of product (1.0 means a 100% yield; for example, 0.34 means a 34% yield). The reactants are [F:1][CH2:2][CH2:3][N:4]1[CH2:7][CH:6]([CH:8]([C:17]2[CH:22]=[CH:21][CH:20]=[CH:19][CH:18]=2)[N:9]2[CH:13]=[C:12]([N+:14]([O-])=O)[CH:11]=[N:10]2)[CH2:5]1. The catalyst is CO.[Ni]. The product is [F:1][CH2:2][CH2:3][N:4]1[CH2:7][CH:6]([CH:8]([C:17]2[CH:22]=[CH:21][CH:20]=[CH:19][CH:18]=2)[N:9]2[CH:13]=[C:12]([NH2:14])[CH:11]=[N:10]2)[CH2:5]1. The yield is 0.950.